From a dataset of Full USPTO retrosynthesis dataset with 1.9M reactions from patents (1976-2016). Predict the reactants needed to synthesize the given product. (1) Given the product [O:1]1[CH:5]=[CH:4][C:3]([NH:6][C:7]([C:9]2[CH:10]=[C:11]([NH:15][C:16]([N:18]3[CH2:27][C:26]4[CH:25]=[N:24][C:23]5[NH:28][N:29]=[CH:30][C:22]=5[C:21]=4[CH2:20][CH2:19]3)=[O:17])[CH:12]=[CH:13][CH:14]=2)=[O:8])=[N:2]1, predict the reactants needed to synthesize it. The reactants are: [O:1]1[CH:5]=[CH:4][C:3]([NH:6][C:7]([C:9]2[CH:10]=[C:11]([NH:15][C:16]([N:18]3[CH2:27][C:26]4[CH:25]=[N:24][C:23]5[N:28](CC6C=CC(OC)=CC=6)[N:29]=[CH:30][C:22]=5[C:21]=4[CH2:20][CH2:19]3)=[O:17])[CH:12]=[CH:13][CH:14]=2)=[O:8])=[N:2]1.FC(F)(F)C(O)=O. (2) Given the product [Cl:1][C:2]1[CH:7]=[C:6]([CH:18]=[O:19])[C:5]([OH:8])=[C:4]([CH:9]2[CH2:14][CH2:13][CH2:12][CH2:11][CH2:10]2)[CH:3]=1, predict the reactants needed to synthesize it. The reactants are: [Cl:1][C:2]1[CH:7]=[CH:6][C:5]([OH:8])=[C:4]([CH:9]2[CH2:14][CH2:13][CH2:12][CH2:11][CH2:10]2)[CH:3]=1.C[Mg]Br.[CH2:18]=[O:19].Cl. (3) Given the product [CH2:7]([NH:9][CH2:10][CH2:11][C:12]1[CH:16]=[CH:15][N:14]([C:17]2[CH:22]=[CH:21][C:20]([F:23])=[CH:19][N:18]=2)[N:13]=1)[CH3:8], predict the reactants needed to synthesize it. The reactants are: O1CCCC1.B.[CH2:7]([NH:9][C:10](=O)[CH2:11][C:12]1[CH:16]=[CH:15][N:14]([C:17]2[CH:22]=[CH:21][C:20]([F:23])=[CH:19][N:18]=2)[N:13]=1)[CH3:8].Cl.C(Cl)(Cl)Cl. (4) Given the product [CH:1]12[CH2:7][CH:4]([CH2:5][CH2:6]1)[CH:3]=[CH:2]2.[C:8]([O:12][CH3:13])(=[O:11])[CH:9]=[CH2:10], predict the reactants needed to synthesize it. The reactants are: [CH:1]12[CH2:7][CH:4]([CH2:5][CH2:6]1)[CH:3]=[CH:2]2.[C:8]([O:12][CH3:13])(=[O:11])[CH:9]=[CH2:10].CC[Al](Cl)CC.CC[Al](Cl)Cl.Cl.CO. (5) Given the product [CH:30](/[C:2]1[C:11]2[C:6](=[CH:7][CH:8]=[CH:9][CH:10]=2)[C:5]([C:12]([O:14][CH3:15])=[O:13])=[CH:4][CH:3]=1)=[CH:29]\[C:23]1[CH:28]=[CH:27][CH:26]=[CH:25][CH:24]=1, predict the reactants needed to synthesize it. The reactants are: Br[C:2]1[C:11]2[C:6](=[CH:7][CH:8]=[CH:9][CH:10]=2)[C:5]([C:12]([O:14][CH3:15])=[O:13])=[CH:4][CH:3]=1.C1(C)C=CC=CC=1.[C:23]1(/[CH:29]=[CH:30]/B(O)O)[CH:28]=[CH:27][CH:26]=[CH:25][CH:24]=1.C(=O)(O)[O-].[Na+]. (6) The reactants are: [NH2:1][C:2]1[C:7](Br)=[N:6][C:5]([Br:9])=[CH:4][N:3]=1.[CH3:10][N:11]1[CH2:16][CH2:15][CH2:14][CH:13]([OH:17])[CH2:12]1. Given the product [Br:9][C:5]1[N:6]=[C:7]([O:17][CH:13]2[CH2:14][CH2:15][CH2:16][N:11]([CH3:10])[CH2:12]2)[C:2]([NH2:1])=[N:3][CH:4]=1, predict the reactants needed to synthesize it.